From a dataset of Forward reaction prediction with 1.9M reactions from USPTO patents (1976-2016). Predict the product of the given reaction. (1) Given the reactants C(NC(C)C)(C)C.[Li]CCCC.[Li+].CC([N-]C(C)C)C.[Cl:21][C:22]1[CH:27]=[C:26]([Cl:28])[N:25]=[CH:24][N:23]=1.[CH:29]1([CH:32]=[O:33])[CH2:31][CH2:30]1, predict the reaction product. The product is: [CH:29]1([CH:32]([C:27]2[C:22]([Cl:21])=[N:23][CH:24]=[N:25][C:26]=2[Cl:28])[OH:33])[CH2:31][CH2:30]1. (2) Given the reactants [CH3:1][C:2]1[CH:11]=[CH:10][C:5]([C:6]([O:8][CH3:9])=[O:7])=[CH:4][C:3]=1[N:12]1[C:21](=[O:22])[C:20]2[C:15](=[CH:16][CH:17]=[C:18]([N:23]3[CH2:28][CH2:27][NH:26][CH2:25][CH2:24]3)[CH:19]=2)[N:14]=[CH:13]1.Br[CH2:30][CH:31]1[CH2:33][CH2:32]1.C(=O)([O-])[O-].[K+].[K+].CO, predict the reaction product. The product is: [CH:31]1([CH2:30][N:26]2[CH2:27][CH2:28][N:23]([C:18]3[CH:19]=[C:20]4[C:15](=[CH:16][CH:17]=3)[N:14]=[CH:13][N:12]([C:3]3[CH:4]=[C:5]([CH:10]=[CH:11][C:2]=3[CH3:1])[C:6]([O:8][CH3:9])=[O:7])[C:21]4=[O:22])[CH2:24][CH2:25]2)[CH2:33][CH2:32]1. (3) Given the reactants [C:1]([C:3]1[CH:8]=[CH:7][CH:6]=[CH:5][C:4]=1[NH:9][C:10]1[N:29]=[C:13]2[CH:14]=[CH:15][C:16]([C:18]3[CH:19]=[C:20]([CH:26]=[CH:27][CH:28]=3)[C:21]([O:23]CC)=[O:22])=[CH:17][N:12]2[N:11]=1)#[N:2].[OH-].[Na+].Cl, predict the reaction product. The product is: [C:1]([C:3]1[CH:8]=[CH:7][CH:6]=[CH:5][C:4]=1[NH:9][C:10]1[N:29]=[C:13]2[CH:14]=[CH:15][C:16]([C:18]3[CH:19]=[C:20]([CH:26]=[CH:27][CH:28]=3)[C:21]([OH:23])=[O:22])=[CH:17][N:12]2[N:11]=1)#[N:2]. (4) Given the reactants BrC1N2N=C(N)N=C2C=CC=1.[C:12]1(B(O)O)[CH2:17][CH2:16][CH2:15][CH2:14][CH:13]=1.C1(Br)C=CC=CC=1.O1C=CC([C:33]2[N:38]3[N:39]=[C:40]([NH:42][C:43]4[CH:48]=[CH:47][CH:46]=[CH:45][CH:44]=4)[N:41]=[C:37]3[CH:36]=[CH:35][CH:34]=2)=C1.[H][H], predict the reaction product. The product is: [CH:12]1([C:33]2[N:38]3[N:39]=[C:40]([NH:42][C:43]4[CH:48]=[CH:47][CH:46]=[CH:45][CH:44]=4)[N:41]=[C:37]3[CH:36]=[CH:35][CH:34]=2)[CH2:17][CH2:16][CH2:15][CH2:14][CH2:13]1. (5) Given the reactants C([O:3][C:4](=[O:23])[C:5]([C:21]#[N:22])=[CH:6][C:7]1[C:16]([O:17][CH3:18])=[CH:15][C:14]2[C:9](=[C:10]([O:19][CH3:20])[CH:11]=[CH:12][CH:13]=2)[CH:8]=1)C.S(=O)(=O)(O)O.O.[OH-].[Li+].[Li], predict the reaction product. The product is: [NH2:22][CH2:21][CH:5]([CH2:6][C:7]1[C:16]([O:17][CH3:18])=[CH:15][C:14]2[C:9](=[C:10]([O:19][CH3:20])[CH:11]=[CH:12][CH:13]=2)[CH:8]=1)[C:4]([OH:23])=[O:3]. (6) The product is: [CH2:16]([O:23][C:2]1[N:7]=[C:6]([N:8]2[CH2:13][C@@H:12]([CH3:14])[NH:11][CH2:10][C@@H:9]2[CH3:15])[CH:5]=[N:4][CH:3]=1)[C:17]1[CH:22]=[CH:21][CH:20]=[CH:19][CH:18]=1. Given the reactants Cl[C:2]1[N:7]=[C:6]([N:8]2[CH2:13][C@@H:12]([CH3:14])[NH:11][CH2:10][C@@H:9]2[CH3:15])[CH:5]=[N:4][CH:3]=1.[CH2:16]([OH:23])[C:17]1[CH:22]=[CH:21][CH:20]=[CH:19][CH:18]=1, predict the reaction product. (7) Given the reactants CS(O)(=O)=O.[CH:6]1([C:9](=O)[CH2:10][C:11]#[N:12])[CH2:8][CH2:7]1.[NH2:14][C:15]1[CH:29]=[CH:28][CH:27]=[CH:26][C:16]=1[C:17]([C:19]1[CH:24]=[CH:23][C:22]([F:25])=[CH:21][CH:20]=1)=O.[OH-].[Na+], predict the reaction product. The product is: [CH:6]1([C:9]2[C:10]([C:11]#[N:12])=[C:17]([C:19]3[CH:24]=[CH:23][C:22]([F:25])=[CH:21][CH:20]=3)[C:16]3[C:15](=[CH:29][CH:28]=[CH:27][CH:26]=3)[N:14]=2)[CH2:8][CH2:7]1.